This data is from Reaction yield outcomes from USPTO patents with 853,638 reactions. The task is: Predict the reaction yield, written as a fraction of the theoretical maximum amount of product (1.0 means a 100% yield; for example, 0.34 means a 34% yield). (1) The reactants are C(OC(=O)[NH:7][C:8]1[S:9][C:10]2[CH2:19][CH2:18][CH:17]([OH:20])[C:16]3[C:12](=[CH:13][N:14]([CH2:21][C:22]4[CH:27]=[CH:26][C:25]([O:28][CH3:29])=[CH:24][CH:23]=4)[N:15]=3)[C:11]=2[N:30]=1)(C)(C)C. The catalyst is CO.Cl. The product is [NH2:7][C:8]1[S:9][C:10]2[CH2:19][CH2:18][CH:17]([OH:20])[C:16]3[C:12](=[CH:13][N:14]([CH2:21][C:22]4[CH:27]=[CH:26][C:25]([O:28][CH3:29])=[CH:24][CH:23]=4)[N:15]=3)[C:11]=2[N:30]=1. The yield is 0.950. (2) The reactants are [Cl:1][C:2]1[CH:3]=[C:4]([C@H:9]([NH:13]C(=O)OC(C)(C)C)[CH2:10][C:11]#[N:12])[CH:5]=[CH:6][C:7]=1[F:8].Cl. The catalyst is O1CCOCC1. The product is [ClH:1].[NH2:13][C@@H:9]([C:4]1[CH:5]=[CH:6][C:7]([F:8])=[C:2]([Cl:1])[CH:3]=1)[CH2:10][C:11]#[N:12]. The yield is 0.726.